This data is from Forward reaction prediction with 1.9M reactions from USPTO patents (1976-2016). The task is: Predict the product of the given reaction. (1) Given the reactants [CH2:1]([N:8]1[CH2:14][C:13](=O)[C:10]2([CH2:12][CH2:11]2)[CH2:9]1)[C:2]1[CH:7]=[CH:6][CH:5]=[CH:4][CH:3]=1.Br[Zn][CH2:18][Zn]C[Zn]Br.C1OCCC1, predict the reaction product. The product is: [CH2:1]([N:8]1[CH2:14][C:13](=[CH2:18])[C:10]2([CH2:12][CH2:11]2)[CH2:9]1)[C:2]1[CH:7]=[CH:6][CH:5]=[CH:4][CH:3]=1. (2) Given the reactants [O:1]=[C:2]1[CH:9]2[CH2:10][C:5]3([C:12]([NH:14][C@H:15]4[CH2:20][CH2:19][CH2:18][N:17]([C:21]([O:23][CH2:24][C:25]5[CH:30]=[CH:29][CH:28]=[CH:27][CH:26]=5)=[O:22])[CH2:16]4)=[O:13])[CH2:6][CH:7]([CH2:11][CH:3]1[CH2:4]3)[CH2:8]2.[CH3:31][Li], predict the reaction product. The product is: [OH:1][C:2]1([CH3:31])[CH:9]2[CH2:10][C:5]3([C:12]([NH:14][C@H:15]4[CH2:20][CH2:19][CH2:18][N:17]([C:21]([O:23][CH2:24][C:25]5[CH:30]=[CH:29][CH:28]=[CH:27][CH:26]=5)=[O:22])[CH2:16]4)=[O:13])[CH2:6][CH:7]([CH2:11][CH:3]1[CH2:4]3)[CH2:8]2. (3) Given the reactants [C:1]([O:6][CH:7]([O:9][C:10]([O:12][CH:13]1[CH2:18][C:17](=[O:19])[NH:16][C:14]1=[O:15])=[O:11])[CH3:8])(=[O:5])[CH:2]([CH3:4])[CH3:3].C(=O)(SC)OCCO[C:25](=O)[C:26]1C=CC=C[CH:27]=1, predict the reaction product. The product is: [C:1]([O:6][CH:7]([O:9][C:10]([O:12][CH:13]1[CH2:18][C:17](=[O:19])[NH:16][C:14]1=[O:15])=[O:11])[CH3:8])(=[O:5])[C:2]1[CH:4]=[CH:27][CH:26]=[CH:25][CH:3]=1.